This data is from Reaction yield outcomes from USPTO patents with 853,638 reactions. The task is: Predict the reaction yield, written as a fraction of the theoretical maximum amount of product (1.0 means a 100% yield; for example, 0.34 means a 34% yield). (1) The yield is 0.850. The product is [F:36][C:33]([F:34])([F:35])[C:32]([C:29]1[CH:28]=[CH:27][C:26]([C@:11]2([S:8]([C:5]3[CH:4]=[CH:3][C:2]([F:1])=[CH:7][CH:6]=3)(=[O:9])=[O:10])[CH2:15][CH2:14][NH:13][CH2:12]2)=[CH:31][CH:30]=1)([C:37]1[CH:42]=[CH:41][CH:40]=[CH:39][CH:38]=1)[OH:43]. The catalyst is [OH-].[OH-].[Pd+2].CO. The reactants are [F:1][C:2]1[CH:7]=[CH:6][C:5]([S:8]([C@@:11]2([C:26]3[CH:31]=[CH:30][C:29]([C@@:32]([OH:43])([C:37]4[CH:42]=[CH:41][CH:40]=[CH:39][CH:38]=4)[C:33]([F:36])([F:35])[F:34])=[CH:28][CH:27]=3)[CH2:15][CH2:14][N:13](C(OCC3C=CC=CC=3)=O)[CH2:12]2)(=[O:10])=[O:9])=[CH:4][CH:3]=1. (2) The reactants are Br.[NH2:2][C@H:3]1[CH2:8][CH2:7][CH2:6][CH2:5][C@H:4]1[C:9]([O:11]CC)=O.Cl[C:15]([O:17][CH2:18][C:19]1[CH:24]=[CH:23][CH:22]=[CH:21][CH:20]=1)=[O:16].[C:25](=O)([O-])[O-].[Na+].[Na+]. The catalyst is C(Cl)Cl. The product is [CH2:18]([O:17][C:15](=[O:16])[NH:2][CH:3]1[CH2:8][CH2:7][CH2:6][CH2:5][CH:4]1[C:9](=[O:11])[CH3:25])[C:19]1[CH:24]=[CH:23][CH:22]=[CH:21][CH:20]=1. The yield is 0.980. (3) The reactants are [Br:1][C:2]1[CH:7]=[CH:6][CH:5]=[C:4]([N+:8]([O-])=O)[C:3]=1[Cl:11].[NH4+].[Cl-]. The catalyst is CO.[Zn]. The product is [Br:1][C:2]1[C:3]([Cl:11])=[C:4]([CH:5]=[CH:6][CH:7]=1)[NH2:8]. The yield is 0.790. (4) The reactants are C([N:8]1[C:12]([NH:13][CH:14]2[CH2:19][CH2:18][CH:17]([O:20][Si:21]([C:24]([CH3:27])([CH3:26])[CH3:25])([CH3:23])[CH3:22])[CH2:16][CH2:15]2)=[CH:11][N:10]=[N:9]1)C1C=CC=CC=1.C([O-])=O.[NH4+].C(O)(=O)C. The catalyst is [C].[Pd].CO. The product is [Si:21]([O:20][CH:17]1[CH2:18][CH2:19][CH:14]([NH:13][C:12]2[NH:8][N:9]=[N:10][CH:11]=2)[CH2:15][CH2:16]1)([C:24]([CH3:27])([CH3:26])[CH3:25])([CH3:23])[CH3:22]. The yield is 0.650. (5) The product is [Cl:29][CH2:28][CH2:27][CH2:26][O:1][C:2]1[CH:11]=[C:10]2[C:5]([C:6]([O:12][C:13]3[CH:14]=[C:15]4[C:19](=[CH:20][CH:21]=3)[NH:18][C:17]([CH3:22])=[CH:16]4)=[N:7][CH:8]=[N:9]2)=[CH:4][C:3]=1[O:23][CH3:24]. The yield is 0.700. The reactants are [OH:1][C:2]1[CH:11]=[C:10]2[C:5]([C:6]([O:12][C:13]3[CH:14]=[C:15]4[C:19](=[CH:20][CH:21]=3)[NH:18][C:17]([CH3:22])=[CH:16]4)=[N:7][CH:8]=[N:9]2)=[CH:4][C:3]=1[O:23][CH3:24].Br[CH2:26][CH2:27][CH2:28][Cl:29].C(=O)([O-])[O-].[K+].[K+].O. The catalyst is CN(C=O)C.